This data is from hERG potassium channel inhibition data for cardiac toxicity prediction from Karim et al.. The task is: Regression/Classification. Given a drug SMILES string, predict its toxicity properties. Task type varies by dataset: regression for continuous values (e.g., LD50, hERG inhibition percentage) or binary classification for toxic/non-toxic outcomes (e.g., AMES mutagenicity, cardiotoxicity, hepatotoxicity). Dataset: herg_karim. (1) The drug is CN(C)C(=O)Nc1ccc(S(=O)(=O)NC2CCC([C@H](N)C(=O)N3CCCC3)CC2)cc1. The result is 0 (non-blocker). (2) The molecule is CC(C#N)=C1CCN(c2ccc(N3C[C@H](Cn4cc(F)nn4)OC3=O)cc2F)CC1. The result is 0 (non-blocker). (3) The drug is COc1ccc2cccc(CCNC(C)=O)c2c1. The result is 1 (blocker). (4) The molecule is N#CC=C1CCN(c2ccc(N3C[C@H](Cn4cc(F)nn4)OC3=O)cc2F)CC1. The result is 1 (blocker).